This data is from Reaction yield outcomes from USPTO patents with 853,638 reactions. The task is: Predict the reaction yield, written as a fraction of the theoretical maximum amount of product (1.0 means a 100% yield; for example, 0.34 means a 34% yield). (1) The reactants are Cl[C:2]1[O:3][C:4]2[C:5](=[C:7]([C:19]#[N:20])[C:8]([CH3:18])=[C:9]([C:12]3[CH:17]=[CH:16][CH:15]=[CH:14][CH:13]=3)[C:10]=2[F:11])[N:6]=1.[CH:21]([N:24](C(C)C)[CH2:25]C)(C)C.Cl.[NH:31]1[CH2:34][CH:33]([C:35](C[N-]C)=[O:36])[CH2:32]1. The catalyst is ClCCl. The product is [C:19]([C:7]1[C:5]2[N:6]=[C:2]([N:31]3[CH2:32][CH:33]([C:35]([N:24]([CH3:25])[CH3:21])=[O:36])[CH2:34]3)[O:3][C:4]=2[C:10]([F:11])=[C:9]([C:12]2[CH:17]=[CH:16][CH:15]=[CH:14][CH:13]=2)[C:8]=1[CH3:18])#[N:20]. The yield is 0.860. (2) The reactants are [CH3:1][C:2]1[CH:3]=[C:4]([CH:6]=[CH:7][C:8]=1[N:9]1[CH2:14][C@@H:13]2[CH2:15][C@H:10]1[CH2:11][N:12]2[CH3:16])[NH2:5].C(OC(N[C:25](=[N:31][C:32]([O:34][C:35]([CH3:38])([CH3:37])[CH3:36])=[O:33])[N:26]1C=CC=N1)=O)(C)(C)C.[OH2:39]. The catalyst is CN(C=O)C. The product is [CH3:1][C:2]1[CH:3]=[C:4]([N:5]=[C:25]([NH2:26])[N:31]([C:32]([O:34][C:35]([CH3:36])([CH3:37])[CH3:38])=[O:33])[C:32]([O:34][C:35]([CH3:38])([CH3:37])[CH3:36])=[O:39])[CH:6]=[CH:7][C:8]=1[N:9]1[CH2:14][C@@H:13]2[CH2:15][C@H:10]1[CH2:11][N:12]2[CH3:16]. The yield is 0.970. (3) The reactants are [F:1][C:2]1[CH:10]=[CH:9][CH:8]=[C:7]2[C:3]=1[CH:4]=[CH:5][NH:6]2.[H-].[Na+].Br[C@@H:14]([CH3:18])[C:15]([OH:17])=[O:16].O. The catalyst is CN(C=O)C.C(OCCCC)(=O)C. The product is [F:1][C:2]1[CH:10]=[CH:9][CH:8]=[C:7]2[C:3]=1[CH:4]=[CH:5][N:6]2[C@H:14]([CH3:18])[C:15]([OH:17])=[O:16]. The yield is 0.280.